From a dataset of NCI-60 drug combinations with 297,098 pairs across 59 cell lines. Regression. Given two drug SMILES strings and cell line genomic features, predict the synergy score measuring deviation from expected non-interaction effect. Drug 2: CC12CCC3C(C1CCC2OP(=O)(O)O)CCC4=C3C=CC(=C4)OC(=O)N(CCCl)CCCl.[Na+]. Synergy scores: CSS=19.7, Synergy_ZIP=3.53, Synergy_Bliss=5.96, Synergy_Loewe=3.72, Synergy_HSA=4.50. Cell line: TK-10. Drug 1: C1=NNC2=C1C(=O)NC=N2.